From a dataset of Antibody developability classification from SAbDab with 2,409 antibodies. Regression/Classification. Given an antibody's heavy chain and light chain sequences, predict its developability. TAP uses regression for 5 developability metrics; SAbDab uses binary classification. (1) The antibody is ['QITLKESGPGIVQPSQPFRLTCTFSGFSLSTSGIGVTWIRQPSGKGLEWLATIWWDDDNRYNPSLKSRLTVSKDTSNNQAFLNMMTVETADTAIYYCAQSAITSVTDSAMDHWGQGTSVTVSS', 'DIQMTQTTSSLSASLGDRVTISCSASQDISSYLNWYQQKPEGTVKLLIYYTSSLHSGVPSRFSGSGSGTDYSLTISNLEPEDIATYYCQQYSKFPWTFGGGTKLEIK']. Result: 1 (developable). (2) The antibody is ['QVQLQESGPGLVKPSETLSLTCTVSGGSISSYYWSWIRQPPGKGLEWIGYIYYSGSTNYNPSLKSRVTISVDTSKNQFSLKLSSVTAADTAVYYCARTQQGKRIYGVVSFGDYYYYYYMDVWGKGTTVTVSS', 'SYVLTQPPSVSVAPGQTARITCGGNNIGSKSVHWYQQKPGQAPVLVVYDDSDRPSGIPERFSGSNSGNTATLTISRVEAGDEADYYCQVWDSSSDHPWVFGGGTKLTVL']. Result: 0 (not developable). (3) The antibody is ['EVQLVESGGGLVQPGGSLRLSCAASGFSLSSSSMHWVRQAPGKGLEWVASISPYSGSTSYADSVKGRFTISADTSKNTAYLQMNSLRAEDTAVYYCARTKYHYKNYYWWALDYWGQGTLVTVSS', 'DIQMTQSPSSLSASVGDRVTITCRASQSVYYSVAWYQQKPGKAPKLLIYSASYLYSGVPSRFSGSRSGTDFTLTISSLQPEDFATYYCQQYRRRPITFGQGTKVEIK']. Result: 1 (developable). (4) The antibody is ['EVKLEESGPELVKPGASMKMSCKASGYTFTSYIIHWLKQKPGQGLEWIGYINPYNDGSKYNEKFKGKATLTSDKSSSTAYMELSSLASEDSAVYYCTRNYGSDSLDYWGQGTTLTVSS', 'DIVLTQTPAIMSASLGERVTMTCTANSSVSSNYFHWYQQKPGSSPKLWIYSTSNLASGVPTRFSGSGSGTSYSLTLSSMEAEDAATYYCHQYHRSPPTFGSGTKLKMK']. Result: 1 (developable). (5) The antibody is ['EVQLEESGPELVKPGASVKISCKASGYTFTDYYMNWLRQKPGQGLEWIGWVYPGSIKYNEKFKDKATLTADTSSSIVYMHLSSLTSDDNAVYFCTRWTYGSSFDYWGEGTLLTVSS', 'DILMTQTPLSLPVSLGDQASISCRSSQSIVHSNGNTYLEWYLQKPGQSPTLLIYKVSNRFSGVPDRFSGSGSGTDFTLKISRVEAEDLGVYYCFQGSHIPLTFGAGTKLEVK']. Result: 0 (not developable). (6) The antibody is ['VQLVESGGGVVQPGKSLRLSCAASRFSFNRYGMHWVRQAPGKGLEWVAAISYDGTDKYHADKVWGRFTISRDNSKNTLYLQMNSLRAEDTALYYCAKDLREDECEEWWSDYYDFGKQLPCRKSRGVAGIFDGWGQGTMVTVSS', 'QSVLTQPPSVSAAPGQKVTISCSGSSSNIGNNFVSWYQQRPGTAPKILIYENNKRPSETPDRFSGSKSGTSATLAITGLQTADEAEYYCATWSASLSSARVFGTGTRITVL']. Result: 0 (not developable).